Dataset: Reaction yield outcomes from USPTO patents with 853,638 reactions. Task: Predict the reaction yield, written as a fraction of the theoretical maximum amount of product (1.0 means a 100% yield; for example, 0.34 means a 34% yield). The reactants are C(O[C:9](=O)[NH:10][C@@H:11]([C:36]1[CH:41]=[CH:40][CH:39]=[CH:38][CH:37]=1)[C:12]([N:14]1[CH2:19][CH2:18][N:17]([CH2:20][CH2:21][O:22][CH2:23][CH2:24][O:25][CH2:26][CH2:27][O:28][CH2:29][CH2:30][O:31][CH2:32][CH2:33][O:34][CH3:35])[CH2:16][CH2:15]1)=O)C1C=CC=CC=1.[H-].[Al+3].[Li+].[H-].[H-].[H-].C(=O)([O-])[O-].[Na+].[Na+]. The catalyst is O1CCCC1. The product is [CH3:35][O:34][CH2:33][CH2:32][O:31][CH2:30][CH2:29][O:28][CH2:27][CH2:26][O:25][CH2:24][CH2:23][O:22][CH2:21][CH2:20][N:17]1[CH2:18][CH2:19][N:14]([CH2:12][C@H:11]([C:36]2[CH:37]=[CH:38][CH:39]=[CH:40][CH:41]=2)[NH:10][CH3:9])[CH2:15][CH2:16]1. The yield is 0.930.